Dataset: NCI-60 drug combinations with 297,098 pairs across 59 cell lines. Task: Regression. Given two drug SMILES strings and cell line genomic features, predict the synergy score measuring deviation from expected non-interaction effect. (1) Drug 2: CC12CCC3C(C1CCC2OP(=O)(O)O)CCC4=C3C=CC(=C4)OC(=O)N(CCCl)CCCl.[Na+]. Synergy scores: CSS=11.3, Synergy_ZIP=-9.88, Synergy_Bliss=-10.0, Synergy_Loewe=-21.6, Synergy_HSA=-8.02. Cell line: IGROV1. Drug 1: C1=CC(=CC=C1CC(C(=O)O)N)N(CCCl)CCCl.Cl. (2) Drug 1: C1=CC(=CC=C1CCC2=CNC3=C2C(=O)NC(=N3)N)C(=O)NC(CCC(=O)O)C(=O)O. Drug 2: CC1C(C(CC(O1)OC2CC(CC3=C2C(=C4C(=C3O)C(=O)C5=CC=CC=C5C4=O)O)(C(=O)C)O)N)O. Cell line: SK-OV-3. Synergy scores: CSS=43.5, Synergy_ZIP=-1.52, Synergy_Bliss=-8.94, Synergy_Loewe=-7.65, Synergy_HSA=-2.86. (3) Drug 1: C1CCC(C1)C(CC#N)N2C=C(C=N2)C3=C4C=CNC4=NC=N3. Drug 2: C1CCC(C(C1)N)N.C(=O)(C(=O)[O-])[O-].[Pt+4]. Cell line: HL-60(TB). Synergy scores: CSS=23.6, Synergy_ZIP=13.7, Synergy_Bliss=6.32, Synergy_Loewe=-43.1, Synergy_HSA=-3.05.